Dataset: Peptide-MHC class I binding affinity with 185,985 pairs from IEDB/IMGT. Task: Regression. Given a peptide amino acid sequence and an MHC pseudo amino acid sequence, predict their binding affinity value. This is MHC class I binding data. (1) The peptide sequence is NVDVGCLLT. The MHC is HLA-A02:03 with pseudo-sequence HLA-A02:03. The binding affinity (normalized) is 0.117. (2) The peptide sequence is RHYKRWPFY. The MHC is HLA-A03:01 with pseudo-sequence HLA-A03:01. The binding affinity (normalized) is 0.514.